From a dataset of Forward reaction prediction with 1.9M reactions from USPTO patents (1976-2016). Predict the product of the given reaction. Given the reactants Br[C:2]1[CH:7]=[CH:6][C:5]([CH2:8][N:9]2[CH2:15][CH2:14][CH2:13][CH2:12][N:11]([C:16]3[CH:21]=[CH:20][CH:19]=[CH:18][CH:17]=3)[S:10]2(=[O:23])=[O:22])=[C:4]([F:24])[CH:3]=1.[N:25]1([C:31](=[O:33])[CH3:32])[CH2:30][CH2:29][NH:28][CH2:27][CH2:26]1.C([O-])([O-])=O.[Cs+].[Cs+], predict the reaction product. The product is: [C:31]([N:25]1[CH2:30][CH2:29][N:28]([C:2]2[CH:7]=[CH:6][C:5]([CH2:8][N:9]3[CH2:15][CH2:14][CH2:13][CH2:12][N:11]([C:16]4[CH:21]=[CH:20][CH:19]=[CH:18][CH:17]=4)[S:10]3(=[O:23])=[O:22])=[C:4]([F:24])[CH:3]=2)[CH2:27][CH2:26]1)(=[O:33])[CH3:32].